From a dataset of Forward reaction prediction with 1.9M reactions from USPTO patents (1976-2016). Predict the product of the given reaction. (1) The product is: [C:10]([O:11][C:10]1[C:5]([CH2:50][C:47]2[CH:46]=[C:45]([CH3:51])[CH:44]=[C:43]([C:39]([CH3:41])([CH3:40])[CH3:42])[C:48]=2[OH:49])=[CH:6][C:7]([CH3:16])=[CH:8][C:9]=1[C:12]([CH3:13])([CH3:14])[CH3:15])(=[O:11])[CH:5]=[CH2:6]. Given the reactants C([C:5]1[CH:6]=[C:7]([CH2:16]CC(OCCCCCCCCCCCCCCCCCC)=O)[CH:8]=[C:9]([C:12]([CH3:15])([CH3:14])[CH3:13])[C:10]=1[OH:11])(C)(C)C.[C:39]([C:43]1[CH:44]=[C:45]([CH2:51]CC(OCC(C2OCC3(COC(C(C)(C)COC(=O)C[CH2:51][C:45]4[CH:46]=[C:47]([CH3:50])[C:48]([OH:49])=[C:43]([C:39]([CH3:42])([CH3:41])[CH3:40])[CH:44]=4)OC3)CO2)(C)C)=O)[CH:46]=[C:47]([CH3:50])[C:48]=1[OH:49])([CH3:42])([CH3:41])[CH3:40], predict the reaction product. (2) Given the reactants [NH2:1][C:2]1[CH:7]=[C:6]([Cl:8])[CH:5]=[CH:4][C:3]=1[SH:9].Cl[CH2:11][CH2:12][NH:13][C:14]([NH2:16])=[O:15].[O:17]1[C:21]2[CH:22]=[CH:23][CH:24]=[CH:25][C:20]=2[CH:19]=[C:18]1[S:26](Cl)(=[O:28])=[O:27], predict the reaction product. The product is: [NH2:16][C:14]([NH:13][CH2:12][CH2:11][S:9][C:3]1[CH:4]=[CH:5][C:6]([Cl:8])=[CH:7][C:2]=1[NH:1][S:26]([C:18]1[O:17][C:21]2[CH:22]=[CH:23][CH:24]=[CH:25][C:20]=2[CH:19]=1)(=[O:27])=[O:28])=[O:15]. (3) Given the reactants [Si:1]([O:18][CH2:19][CH2:20][CH:21]([C:30](=O)[C:31]#[C:32][CH:33]1[CH2:36][CH:35]([CH2:37][CH:38]([CH3:40])[CH3:39])[CH2:34]1)[CH2:22][C:23]([O:25][C:26]([CH3:29])([CH3:28])[CH3:27])=[O:24])([C:14]([CH3:17])([CH3:16])[CH3:15])([C:8]1[CH:13]=[CH:12][CH:11]=[CH:10][CH:9]=1)[C:2]1[CH:7]=[CH:6][CH:5]=[CH:4][CH:3]=1.CO.S([O-])([O-])(=O)=O.[Na+].[Na+].[Cl-].[CH3:52][O:53][NH3+:54], predict the reaction product. The product is: [Si:1]([O:18][CH2:19][CH2:20][CH:21]([C:30](=[N:54][O:53][CH3:52])[C:31]#[C:32][CH:33]1[CH2:36][CH:35]([CH2:37][CH:38]([CH3:39])[CH3:40])[CH2:34]1)[CH2:22][C:23]([O:25][C:26]([CH3:27])([CH3:29])[CH3:28])=[O:24])([C:14]([CH3:17])([CH3:15])[CH3:16])([C:2]1[CH:7]=[CH:6][CH:5]=[CH:4][CH:3]=1)[C:8]1[CH:13]=[CH:12][CH:11]=[CH:10][CH:9]=1. (4) Given the reactants [CH2:1]=[C:2]1[CH2:16][C@@H:5]2[CH2:6][N:7](C(OC(C)(C)C)=O)[CH2:8][C@@H:4]2[CH2:3]1.C(O)(C(F)(F)F)=O.CCC1(C2C=CC(N)=CC=2)C(=O)NC(=O)CC1.[OH-], predict the reaction product. The product is: [CH3:1][C:2]1[CH2:3][C@H:4]2[CH2:8][NH:7][CH2:6][C@H:5]2[CH:16]=1. (5) Given the reactants [NH2:1][C:2]1[CH:7]=[CH:6][CH:5]=[CH:4][C:3]=1[NH:8][C:9](=[O:28])[C:10]1[CH:15]=[CH:14][C:13]([CH2:16][N:17]2[CH2:25][C:24]3[C:19](=[CH:20][CH:21]=[CH:22][C:23]=3Br)[C:18]2=[O:27])=[CH:12][CH:11]=1.B(O)(O)[C:30]1[CH:35]=[CH:34][CH:33]=[N:32][CH:31]=1, predict the reaction product. The product is: [NH2:1][C:2]1[CH:7]=[CH:6][CH:5]=[CH:4][C:3]=1[NH:8][C:9](=[O:28])[C:10]1[CH:15]=[CH:14][C:13]([CH2:16][N:17]2[CH2:25][C:24]3[C:19](=[CH:20][CH:21]=[CH:22][C:23]=3[C:30]3[CH:31]=[N:32][CH:33]=[CH:34][CH:35]=3)[C:18]2=[O:27])=[CH:12][CH:11]=1. (6) Given the reactants [C:1]1(=[O:11])[C:10]2[C:5](=[CH:6][CH:7]=[CH:8][CH:9]=2)[CH2:4][CH2:3][NH:2]1.[OH-].[Na+].[C:14]([O:18][CH3:19])(=[O:17])[CH:15]=[CH2:16], predict the reaction product. The product is: [O:11]=[C:1]1[C:10]2[C:5](=[CH:6][CH:7]=[CH:8][CH:9]=2)[CH2:4][CH2:3][N:2]1[CH2:16][CH2:15][C:14]([O:18][CH3:19])=[O:17]. (7) Given the reactants [S:1]1[CH:5]=[C:4]([N:6]2[CH2:11][CH2:10][CH:9]([C:12]([OH:14])=O)[CH2:8][CH2:7]2)[C:3]2[CH:15]=[CH:16][CH:17]=[CH:18][C:2]1=2.BrC1C2C=CC=CC=2SC=1.[N:29]1[C:38]2[C:33](=[CH:34][CH:35]=[N:36][C:37]=2[NH2:39])[CH:32]=[CH:31][CH:30]=1, predict the reaction product. The product is: [N:29]1[C:38]2[C:33](=[CH:34][CH:35]=[N:36][C:37]=2[NH:39][C:12]([CH:9]2[CH2:8][CH2:7][N:6]([C:4]3[C:3]4[CH:15]=[CH:16][CH:17]=[CH:18][C:2]=4[S:1][CH:5]=3)[CH2:11][CH2:10]2)=[O:14])[CH:32]=[CH:31][CH:30]=1.